The task is: Predict the reactants needed to synthesize the given product.. This data is from Full USPTO retrosynthesis dataset with 1.9M reactions from patents (1976-2016). (1) Given the product [F:14][C:15]1[CH:20]=[CH:19][C:18]([S:21][C@@H:3]2[CH:4]3[CH2:7][CH2:8][N:1]([CH2:6][CH2:5]3)[CH2:2]2)=[CH:17][CH:16]=1, predict the reactants needed to synthesize it. The reactants are: [N:1]12[CH2:8][CH2:7][CH:4]([CH2:5][CH2:6]1)[C@H:3](OS(C)(=O)=O)[CH2:2]2.[F:14][C:15]1[CH:20]=[CH:19][C:18]([SH:21])=[CH:17][CH:16]=1. (2) Given the product [C:7]([C:10]1[CH:19]=[CH:18][C:13]2[N:14]([CH2:20][O:21][CH3:22])[C:15](=[O:17])[S:16][C:12]=2[CH:11]=1)(=[O:9])[CH3:8], predict the reactants needed to synthesize it. The reactants are: C(=O)([O-])[O-].[Cs+].[Cs+].[C:7]([C:10]1[CH:19]=[CH:18][C:13]2[NH:14][C:15](=[O:17])[S:16][C:12]=2[CH:11]=1)(=[O:9])[CH3:8].[CH3:20][O:21][CH2:22]Cl.CCOC(C)=O. (3) Given the product [NH2:6][CH2:7][C:8]([OH:10])=[O:9].[N+:1]([O-:4])([O-:3])=[O:2], predict the reactants needed to synthesize it. The reactants are: [N+:1]([O-:4])([O-:3])=[O:2].[K+].[NH2:6][CH2:7][C:8]([OH:10])=[O:9]. (4) Given the product [CH2:23]([NH:24][CH2:1][C@H:3]1[CH2:7][O:6][C:5]([CH3:9])([CH3:8])[N:4]1[C:10]([O:12][C:13]([CH3:16])([CH3:15])[CH3:14])=[O:11])[C:17]1[CH:22]=[CH:21][CH:20]=[CH:19][CH:18]=1, predict the reactants needed to synthesize it. The reactants are: [CH:1]([C@@H:3]1[CH2:7][O:6][C:5]([CH3:9])([CH3:8])[N:4]1[C:10]([O:12][C:13]([CH3:16])([CH3:15])[CH3:14])=[O:11])=O.[C:17]1([CH2:23][NH2:24])[CH:22]=[CH:21][CH:20]=[CH:19][CH:18]=1.C1(C)C=CC=CC=1.C(O[BH-](OC(=O)C)OC(=O)C)(=O)C.[Na+]. (5) The reactants are: O.[OH-].[Li+].CC([Si](C)(C)[O:9][C:10]1[CH:11]=[C:12]([CH:21]=[C:22]([O:24][C@@H:25]([CH3:35])[CH2:26][O:27][Si:28]([C:31]([CH3:34])([CH3:33])[CH3:32])([CH3:30])[CH3:29])[CH:23]=1)[C:13]([NH:15][C:16]1[S:17][CH:18]=[CH:19][N:20]=1)=[O:14])(C)C. Given the product [CH3:32][C:31]([Si:28]([CH3:30])([CH3:29])[O:27][CH2:26][C@@H:25]([O:24][C:22]1[CH:21]=[C:12]([CH:11]=[C:10]([OH:9])[CH:23]=1)[C:13]([NH:15][C:16]1[S:17][CH:18]=[CH:19][N:20]=1)=[O:14])[CH3:35])([CH3:33])[CH3:34], predict the reactants needed to synthesize it. (6) Given the product [CH:1]1([N:2]2[C:6]3[CH:7]=[CH:8][CH:9]=[CH:10][C:5]=3[N:4]=[C:3]2[CH2:11][O:12][C:13]2[CH:14]=[CH:15][C:16]([C:19]3[C:23]([C:24]4[CH:25]=[CH:26][N:27]=[CH:28][CH:29]=4)=[CH:22][N:21]([CH3:30])[N:20]=3)=[CH:17][CH:18]=2)[CH2:32][CH2:31]1, predict the reactants needed to synthesize it. The reactants are: [CH3:1][N:2]1[C:6]2[CH:7]=[CH:8][CH:9]=[CH:10][C:5]=2[N:4]=[C:3]1[CH2:11][O:12][C:13]1[CH:18]=[CH:17][C:16]([C:19]2[C:23]([C:24]3[CH:29]=[CH:28][N:27]=[CH:26][CH:25]=3)=[CH:22][N:21]([CH3:30])[N:20]=2)=[CH:15][CH:14]=1.[CH:31]1(N2C3C=CC=CC=3N=C2CO)C[CH2:32]1. (7) Given the product [CH3:2][CH2:1][O:3][C:4]([C:6]1([CH3:20])[CH2:11][N:10]([C:22]([O:24][C:25]([CH3:28])([CH3:27])[CH3:26])=[O:21])[C:9]2[CH:12]=[C:13]([Cl:19])[C:14]([N+:16]([O-:18])=[O:17])=[CH:15][C:8]=2[O:7]1)=[O:5], predict the reactants needed to synthesize it. The reactants are: [CH2:1]([O:3][C:4]([C:6]1([CH3:20])[CH2:11][NH:10][C:9]2[CH:12]=[C:13]([Cl:19])[C:14]([N+:16]([O-:18])=[O:17])=[CH:15][C:8]=2[O:7]1)=[O:5])[CH3:2].[O:21](C(OC(C)(C)C)=O)[C:22]([O:24][C:25]([CH3:28])([CH3:27])[CH3:26])=O.